This data is from NCI-60 drug combinations with 297,098 pairs across 59 cell lines. The task is: Regression. Given two drug SMILES strings and cell line genomic features, predict the synergy score measuring deviation from expected non-interaction effect. (1) Drug 1: CCN(CC)CCNC(=O)C1=C(NC(=C1C)C=C2C3=C(C=CC(=C3)F)NC2=O)C. Drug 2: C(CCl)NC(=O)N(CCCl)N=O. Cell line: A498. Synergy scores: CSS=3.98, Synergy_ZIP=-3.47, Synergy_Bliss=-4.59, Synergy_Loewe=-6.21, Synergy_HSA=-5.08. (2) Drug 1: C1=CC(=C2C(=C1NCCNCCO)C(=O)C3=C(C=CC(=C3C2=O)O)O)NCCNCCO. Drug 2: CC1CCC2CC(C(=CC=CC=CC(CC(C(=O)C(C(C(=CC(C(=O)CC(OC(=O)C3CCCCN3C(=O)C(=O)C1(O2)O)C(C)CC4CCC(C(C4)OC)O)C)C)O)OC)C)C)C)OC. Cell line: MCF7. Synergy scores: CSS=50.3, Synergy_ZIP=-0.517, Synergy_Bliss=-1.47, Synergy_Loewe=5.87, Synergy_HSA=7.37. (3) Drug 1: CNC(=O)C1=CC=CC=C1SC2=CC3=C(C=C2)C(=NN3)C=CC4=CC=CC=N4. Drug 2: COC1=CC(=CC(=C1O)OC)C2C3C(COC3=O)C(C4=CC5=C(C=C24)OCO5)OC6C(C(C7C(O6)COC(O7)C8=CC=CS8)O)O. Cell line: DU-145. Synergy scores: CSS=39.5, Synergy_ZIP=-1.23, Synergy_Bliss=-3.19, Synergy_Loewe=-24.6, Synergy_HSA=-4.80.